Dataset: Forward reaction prediction with 1.9M reactions from USPTO patents (1976-2016). Task: Predict the product of the given reaction. (1) Given the reactants C([O:8][C:9]1[CH:14]=[CH:13][C:12]([NH:15][C:16]([C:18]2[CH:22]=[C:21]([CH3:23])[NH:20][N:19]=2)=[O:17])=[CH:11][CH:10]=1)C1C=CC=CC=1.OC1C=CC(NC(C2C=CC=CN=2)=O)=CC=1, predict the reaction product. The product is: [OH:8][C:9]1[CH:14]=[CH:13][C:12]([NH:15][C:16]([C:18]2[CH:22]=[C:21]([CH3:23])[NH:20][N:19]=2)=[O:17])=[CH:11][CH:10]=1. (2) Given the reactants [C:1]([C:9]1[N:13]([CH3:14])[C:12]([CH2:15][C:16]([O:18][CH2:19][CH3:20])=[O:17])=[CH:11][C:10]=1[CH3:21])(=[O:8])[C:2]1[CH:7]=[CH:6][CH:5]=[CH:4][CH:3]=1.Cl[C:23]1C=CC(C(C2N(C)C(CC(OCC)=O)=CC=2C)=O)=CC=1, predict the reaction product. The product is: [C:1]([C:9]1[N:13]([CH3:14])[C:12]([CH:15]([CH3:23])[C:16]([O:18][CH2:19][CH3:20])=[O:17])=[CH:11][C:10]=1[CH3:21])(=[O:8])[C:2]1[CH:3]=[CH:4][CH:5]=[CH:6][CH:7]=1.